Dataset: Full USPTO retrosynthesis dataset with 1.9M reactions from patents (1976-2016). Task: Predict the reactants needed to synthesize the given product. Given the product [CH2:12]([NH:11][C:9]1[N:8]=[C:7]2[C:3]([N:4]=[CH:5][N:6]2[CH2:29][C:28]2[CH:31]=[CH:32][C:25]([N+:22]([O-:24])=[O:23])=[CH:26][CH:27]=2)=[C:2]([NH2:1])[N:10]=1)[CH2:13][CH2:14][CH3:15], predict the reactants needed to synthesize it. The reactants are: [NH2:1][C:2]1[N:10]=[C:9]([NH:11][CH2:12][CH2:13][CH2:14][CH3:15])[N:8]=[C:7]2[C:3]=1[N:4]=[CH:5][NH:6]2.C([O-])([O-])=O.[Cs+].[Cs+].[N+:22]([C:25]1[CH:32]=[CH:31][C:28]([CH2:29]Br)=[CH:27][CH:26]=1)([O-:24])=[O:23].